From a dataset of Catalyst prediction with 721,799 reactions and 888 catalyst types from USPTO. Predict which catalyst facilitates the given reaction. (1) Reactant: C[N:2]([CH3:19])/[CH:3]=[C:4](/[C:10](=[O:18])[C:11]1[C:16](F)=[CH:15][CH:14]=[CH:13][N:12]=1)\[C:5]([O:7][CH2:8][CH3:9])=[O:6].P([O-])([O-])([O-])=O.[K+].[K+].[K+].[F:28][C:29]([F:45])([F:44])[C:30]1[CH:31]=[C:32]([C:36]2[CH:41]=[CH:40][CH:39]=[CH:38][C:37]=2CN)[CH:33]=[CH:34][CH:35]=1.O. Product: [O:18]=[C:10]1[C:11]2[C:16](=[CH:15][CH:14]=[CH:13][N:12]=2)[N:2]([CH2:19][C:37]2[CH:38]=[CH:39][CH:40]=[CH:41][C:36]=2[C:32]2[CH:33]=[CH:34][CH:35]=[C:30]([C:29]([F:28])([F:45])[F:44])[CH:31]=2)[CH:3]=[C:4]1[C:5]([O:7][CH2:8][CH3:9])=[O:6]. The catalyst class is: 44. (2) Reactant: [O:1]=[C:2]1[C:10]2[C:5](=[CH:6][CH:7]=[CH:8][CH:9]=2)[C:4](=[O:11])[N:3]1[CH:12]1[CH2:18][CH2:17][S:16][CH2:15][N:14]([CH2:19][C:20]([O:22]CC)=[O:21])[C:13]1=[O:25].[Li+].[OH-]. Product: [O:11]=[C:4]1[C:5]2[C:10](=[CH:9][CH:8]=[CH:7][CH:6]=2)[C:2](=[O:1])[N:3]1[CH:12]1[CH2:18][CH2:17][S:16][CH2:15][N:14]([CH2:19][C:20]([OH:22])=[O:21])[C:13]1=[O:25]. The catalyst class is: 1. (3) Reactant: [OH:1][C@@H:2]([C:4]1[N:5]=[C:6]([C:9]2[CH:14]=[CH:13][CH:12]=[CH:11][C:10]=2[NH:15][C:16]([O:18][CH2:19][CH:20]2[CH2:25][CH2:24][N:23](C(OC(C)(C)C)=O)[CH2:22][CH2:21]2)=[O:17])[S:7][CH:8]=1)[CH3:3].[ClH:33]. Product: [ClH:33].[OH:1][C@@H:2]([C:4]1[N:5]=[C:6]([C:9]2[CH:14]=[CH:13][CH:12]=[CH:11][C:10]=2[NH:15][C:16](=[O:17])[O:18][CH2:19][CH:20]2[CH2:25][CH2:24][NH:23][CH2:22][CH2:21]2)[S:7][CH:8]=1)[CH3:3]. The catalyst class is: 27. (4) Reactant: C([O:3][C:4](=[O:23])[C:5]1[CH:10]=[CH:9][C:8]([NH:11][C:12]([NH:14][C:15]2[CH:20]=[CH:19][C:18]([Br:21])=[CH:17][C:16]=2[F:22])=[O:13])=[CH:7][CH:6]=1)C.O.[OH-].[Li+].O. Product: [Br:21][C:18]1[CH:19]=[CH:20][C:15]([NH:14][C:12](=[O:13])[NH:11][C:8]2[CH:9]=[CH:10][C:5]([C:4]([OH:23])=[O:3])=[CH:6][CH:7]=2)=[C:16]([F:22])[CH:17]=1. The catalyst class is: 301. (5) Reactant: C(OC(=O)[NH:7][C@H:8]([C:20](=[O:31])[NH:21][CH2:22][C:23]1[C:24]([CH3:30])=[N:25][C:26]([NH2:29])=[CH:27][CH:28]=1)[CH2:9][C:10]1[C:19]2[C:14](=[CH:15][CH:16]=[CH:17][CH:18]=2)[CH:13]=[CH:12][CH:11]=1)(C)(C)C.[ClH:33]. Product: [ClH:33].[ClH:33].[NH2:7][C@@H:8]([CH2:9][C:10]1[C:19]2[C:14](=[CH:15][CH:16]=[CH:17][CH:18]=2)[CH:13]=[CH:12][CH:11]=1)[C:20]([NH:21][CH2:22][C:23]1[C:24]([CH3:30])=[N:25][C:26]([NH2:29])=[CH:27][CH:28]=1)=[O:31]. The catalyst class is: 12. (6) Reactant: [Cl:1][C:2]1[CH:3]=[C:4]([CH:17]=[CH:18][CH:19]=1)[O:5][CH2:6][C:7]1[CH:16]=[CH:15][C:10]([C:11]([O:13]C)=[O:12])=[CH:9][CH:8]=1.[Li+].[OH-].C(O)(=O)CC(CC(O)=O)(C(O)=O)O. Product: [Cl:1][C:2]1[CH:3]=[C:4]([CH:17]=[CH:18][CH:19]=1)[O:5][CH2:6][C:7]1[CH:16]=[CH:15][C:10]([C:11]([OH:13])=[O:12])=[CH:9][CH:8]=1. The catalyst class is: 87. (7) Reactant: Cl.[F:2][C:3]1[CH:4]=[N:5][C:6]([C@@H:9]([NH2:11])[CH3:10])=[N:7][CH:8]=1.[CH3:12][O:13][C:14]1[NH:18][N:17]=[C:16]([NH:19][C:20]2[CH:25]=[C:24]([C:26]([F:29])([F:28])[F:27])[N:23]=[C:22](S(C)(=O)=O)[N:21]=2)[CH:15]=1.CCN(C(C)C)C(C)C. Product: [F:2][C:3]1[CH:4]=[N:5][C:6]([C@@H:9]([NH:11][C:22]2[N:21]=[C:20]([NH:19][C:16]3[CH:15]=[C:14]([O:13][CH3:12])[NH:18][N:17]=3)[CH:25]=[C:24]([C:26]([F:29])([F:27])[F:28])[N:23]=2)[CH3:10])=[N:7][CH:8]=1. The catalyst class is: 114. (8) Reactant: [CH3:1][C:2]1[NH:6][C:5]2[CH:7]=[C:8]([CH3:12])[C:9]([CH3:11])=[CH:10][C:4]=2[N:3]=1.[CH:13](=O)[C:14]1[CH:19]=[CH:18][CH:17]=[CH:16][CH:15]=1. Product: [CH3:11][C:9]1[C:8]([CH3:12])=[CH:7][C:5]2[NH:6][C:2](/[CH:1]=[CH:13]/[C:14]3[CH:19]=[CH:18][CH:17]=[CH:16][CH:15]=3)=[N:3][C:4]=2[CH:10]=1. The catalyst class is: 28. (9) Reactant: [Br:1][C:2]1[CH:7]=[CH:6][C:5]([SH:8])=[CH:4][CH:3]=1.O[CH:10]1[CH2:15][CH2:14][N:13]([C:16]([O:18][C:19]([CH3:22])([CH3:21])[CH3:20])=[O:17])[CH2:12][CH2:11]1.C1C=CC(P(C2C=CC=CC=2)C2C=CC=CC=2)=CC=1.CCOC(/N=N/C(OCC)=O)=O. Product: [Br:1][C:2]1[CH:7]=[CH:6][C:5]([S:8][CH:10]2[CH2:15][CH2:14][N:13]([C:16]([O:18][C:19]([CH3:22])([CH3:21])[CH3:20])=[O:17])[CH2:12][CH2:11]2)=[CH:4][CH:3]=1. The catalyst class is: 1. (10) Reactant: [Cl:1][C:2]1[CH:7]=[CH:6][C:5]([N:8]2[C:16](=[O:17])[C:15]3[N:14]=[CH:13][N:12]([C:18]4[CH:23]=[CH:22][CH:21]=[CH:20][CH:19]=4)[C:11]=3[N:10]=[C:9]2[C:24]2[CH:29]=[CH:28][C:27](B3OC(C)(C)C(C)(C)O3)=[CH:26][CH:25]=2)=[CH:4][CH:3]=1.[NH2:39][C:40]1[CH:45]=[CH:44][C:43](Br)=[CH:42][N:41]=1.C([O-])([O-])=O.[Cs+].[Cs+]. Product: [NH2:39][C:40]1[N:41]=[CH:42][C:43]([C:27]2[CH:28]=[CH:29][C:24]([C:9]3[N:8]([C:5]4[CH:4]=[CH:3][C:2]([Cl:1])=[CH:7][CH:6]=4)[C:16](=[O:17])[C:15]4[N:14]=[CH:13][N:12]([C:18]5[CH:23]=[CH:22][CH:21]=[CH:20][CH:19]=5)[C:11]=4[N:10]=3)=[CH:25][CH:26]=2)=[CH:44][CH:45]=1. The catalyst class is: 151.